This data is from Forward reaction prediction with 1.9M reactions from USPTO patents (1976-2016). The task is: Predict the product of the given reaction. (1) The product is: [C:1]([C:7]1[C:8]([C:12]2[CH:13]=[N:14][CH:15]=[CH:16][CH:17]=2)=[N:9][NH:10][CH:11]=1)#[C:2][CH2:3][CH2:4][CH2:5][CH2:6][CH3:19].[C:26]1([S:32]([N:35]2[CH:39]=[C:38]([C:19]#[C:20][CH2:21][CH2:22][CH2:23][CH2:24][CH3:25])[C:37]([C:41]3[CH:42]=[N:43][CH:44]=[CH:45][CH:46]=3)=[N:36]2)(=[O:34])=[O:33])[CH:31]=[CH:30][CH:29]=[CH:28][CH:27]=1. Given the reactants [C:1]([C:7]1[C:8]([C:12]2[CH2:13][N:14](C)[CH2:15][CH2:16][CH:17]=2)=[N:9][NH:10][CH:11]=1)#[C:2][CH2:3][CH2:4][CH2:5][CH3:6].[CH:19]#[C:20][CH2:21][CH2:22][CH2:23][CH2:24][CH3:25].[C:26]1([S:32]([N:35]2[CH:39]=[C:38](Br)[C:37]([C:41]3[CH:42]=[N:43][CH:44]=[CH:45][CH:46]=3)=[N:36]2)(=[O:34])=[O:33])[CH:31]=[CH:30][CH:29]=[CH:28][CH:27]=1, predict the reaction product. (2) Given the reactants [ClH:1].O1CCOCC1.C(OC([N:15]1[CH2:20][C@H:19]([O:21][CH2:22][CH2:23][CH:24]([CH3:26])[CH3:25])[CH2:18][CH2:17][C@@H:16]1[C@H:27]1[O:31]C(C)(C)[N:29]([C:34](=[O:36])[CH3:35])[C@H:28]1[CH2:37][C:38]1[CH:43]=[C:42]([F:44])[CH:41]=[C:40]([F:45])[CH:39]=1)=O)(C)(C)C, predict the reaction product. The product is: [ClH:1].[F:44][C:42]1[CH:43]=[C:38]([CH:39]=[C:40]([F:45])[CH:41]=1)[CH2:37][C@H:28]([NH:29][C:34](=[O:36])[CH3:35])[C@H:27]([OH:31])[C@H:16]1[CH2:17][CH2:18][C@@H:19]([O:21][CH2:22][CH2:23][CH:24]([CH3:26])[CH3:25])[CH2:20][NH:15]1. (3) The product is: [NH2:21][C:19]1[S:20][C:2]([C:3]([O:5][CH2:6][CH3:7])=[O:4])=[C:8]([C:10]2[CH:15]=[CH:14][C:13]([Cl:16])=[CH:12][C:11]=2[Cl:17])[N:18]=1. Given the reactants Br[CH:2]([C:8]([C:10]1[CH:15]=[CH:14][C:13]([Cl:16])=[CH:12][C:11]=1[Cl:17])=O)[C:3]([O:5][CH2:6][CH3:7])=[O:4].[NH2:18][C:19]([NH2:21])=[S:20], predict the reaction product. (4) The product is: [CH3:29][O:30][C:31]1[N:36]=[C:35]([O:37][CH3:38])[C:34]([C:2]2[N:6]([CH:7]([CH3:9])[CH3:8])[C:5]3[CH:10]([C:21]4[CH:28]=[CH:27][C:24]([C:25]#[N:26])=[CH:23][CH:22]=4)[N:11]([C@H:14]4[CH2:19][CH2:18][C@H:17]([OH:20])[CH2:16][CH2:15]4)[C:12](=[O:13])[C:4]=3[CH:3]=2)=[CH:33][N:32]=1. Given the reactants Br[C:2]1[N:6]([CH:7]([CH3:9])[CH3:8])[C:5]2[CH:10]([C:21]3[CH:28]=[CH:27][C:24]([C:25]#[N:26])=[CH:23][CH:22]=3)[N:11]([C@H:14]3[CH2:19][CH2:18][C@H:17]([OH:20])[CH2:16][CH2:15]3)[C:12](=[O:13])[C:4]=2[CH:3]=1.[CH3:29][O:30][C:31]1[N:36]=[C:35]([O:37][CH3:38])[C:34](B(O)O)=[CH:33][N:32]=1.BrC1N(C(C)C)C2C(C3C=CC(Cl)=CC=3)N(C3C=C(Cl)C=CC=3C)C(=O)C=2C=1.C(C1C=CC(OC)=C(B(O)O)C=1)#N, predict the reaction product. (5) Given the reactants [Br:1]Br.[NH2:3][C:4]1[N:12]=[C:11]([CH2:13][CH2:14][CH:15]([OH:17])[CH3:16])[N:10]=[C:9]2[C:5]=1[N:6]=[CH:7][N:8]2[CH3:18].C([O-])(=O)C.[Na+].C(O)(=O)C, predict the reaction product. The product is: [NH2:3][C:4]1[N:12]=[C:11]([CH2:13][CH2:14][CH:15]([OH:17])[CH3:16])[N:10]=[C:9]2[C:5]=1[N:6]=[C:7]([Br:1])[N:8]2[CH3:18].